The task is: Predict the product of the given reaction.. This data is from Forward reaction prediction with 1.9M reactions from USPTO patents (1976-2016). Given the reactants P(Cl)(Cl)([Cl:3])=O.[CH3:6][O:7][C:8]1[CH:9]=[C:10]([C:14]2[C:19]([CH2:20][C:21]([O:23][CH3:24])=[O:22])=[CH:18][CH:17]=[CH:16][N+:15]=2[O-])[CH:11]=[CH:12][CH:13]=1.C([O-])(=O)C.[NH4+], predict the reaction product. The product is: [Cl:3][C:16]1[N:15]=[C:14]([C:10]2[CH:11]=[CH:12][CH:13]=[C:8]([O:7][CH3:6])[CH:9]=2)[C:19]([CH2:20][C:21]([O:23][CH3:24])=[O:22])=[CH:18][CH:17]=1.